Dataset: Peptide-MHC class II binding affinity with 134,281 pairs from IEDB. Task: Regression. Given a peptide amino acid sequence and an MHC pseudo amino acid sequence, predict their binding affinity value. This is MHC class II binding data. (1) The peptide sequence is AFILDGDNLFPKV. The MHC is HLA-DPA10301-DPB10402 with pseudo-sequence HLA-DPA10301-DPB10402. The binding affinity (normalized) is 0.341. (2) The peptide sequence is RERLVLTLGAAMVEI. The MHC is DRB1_0901 with pseudo-sequence DRB1_0901. The binding affinity (normalized) is 0.787. (3) The peptide sequence is NYNCKILPNTLVLDF. The MHC is DRB4_0101 with pseudo-sequence DRB4_0103. The binding affinity (normalized) is 0.466. (4) The peptide sequence is MHHWLLFEMSRHSLE. The MHC is DRB1_1101 with pseudo-sequence DRB1_1101. The binding affinity (normalized) is 0.510. (5) The peptide sequence is YDMFLANVSTVLTGK. The MHC is DRB3_0202 with pseudo-sequence DRB3_0202. The binding affinity (normalized) is 0.923. (6) The peptide sequence is RNVRFSDEGGFTCFF. The MHC is DRB1_1302 with pseudo-sequence DRB1_1302. The binding affinity (normalized) is 0.243. (7) The peptide sequence is AFKVENGSAAPQLTK. The MHC is DRB1_1101 with pseudo-sequence DRB1_1101. The binding affinity (normalized) is 0.410.